This data is from Experimentally validated miRNA-target interactions with 360,000+ pairs, plus equal number of negative samples. The task is: Binary Classification. Given a miRNA mature sequence and a target amino acid sequence, predict their likelihood of interaction. (1) The miRNA is hsa-miR-4772-3p with sequence CCUGCAACUUUGCCUGAUCAGA. The protein sequence of the target gene is MSMLVVFLLLWGVTWGPVTEAAIFYETQPSLWAESESLLKPLANVTLTCQAHLETPDFQLFKNGVAQEPVHLDSPAIKHQFLLTGDTQGRYRCRSGLSTGWTQLSKLLELTGPKSLPAPWLSMAPVSWITPGLKTTAVCRGVLRGVTFLLRREGDHEFLEVPEAQEDVEATFPVHQPGNYSCSYRTDGEGALSEPSATVTIEELAAPPPPVLMHHGESSQVLHPGNKVTLTCVAPLSGVDFQLRRGEKELLVPRSSTSPDRIFFHLNAVALGDGGHYTCRYRLHDNQNGWSGDSAPVELI.... Result: 1 (interaction). (2) The miRNA is mmu-miR-7212-3p with sequence UAACACACACGUCUCCAGGUC. The protein sequence of the target gene is MAAARVLRTWSQNAVRLTCVRYFQTFNSARVLKPKCVCSVGYPLFKYSQPRHSLRTAAVLQGQVVQFKLSDIGEGIREVTIKEWYVKEGDTVSQFDSICEVQSDKASVTITSRYDGVIKRLYYNLDDIAYVGKPLIDIETEALKDSEEDVVETPAVSHDEHTHQEIKGQKTLATPAVRRLAMENNIKLSEVVGSGKDGRILKEDILSFLEKQTGAILPPSPKSEITPPPPQPKDRTFPTPIAKPPVFTGKDRTEPVTGFQKAMVKTMSAALKIPHFGYCDEIDLTQLVKLREELKPVALA.... Result: 0 (no interaction). (3) The miRNA is hsa-miR-6790-3p with sequence CGACCUCGGCGACCCCUCACU. The protein sequence of the target gene is MDSALSDPHNGSAEAGGPTNSTTRPPSTPEGIALAYGSLLLMALLPIFFGALRSVRCARGKNASDMPETITSRDAARFPIIASCTLLGLYLFFKIFSQEYINLLLSMYFFVLGILALSHTISPFMNKFFPASFPNRQYQLLFTQGSGENKEEIINYEFDTKDLVCLGLSSIVGVWYLLRKHWIANNLFGLAFSLNGVELLHLNNVSTGCILLGGLFIYDVFWVFGTNVMVTVAKSFEAPIKLVFPQDLLEKGLEANNFAMLGLGDVVIPGIFIALLLRFDISLKKNTHTYFYTSFAAYIF.... Result: 1 (interaction). (4) The miRNA is hsa-miR-580-5p with sequence UAAUGAUUCAUCAGACUCAGAU. The protein sequence of the target gene is MADPEVVVSSCSSHEEENRCNFNQQTSPSEELLLEDQMRRKLKFFFMNPCEKFWARGRKPWKLAIQILKIAMVTIQLVLFGLSNQMVVAFKEENTIAFKHLFLKGYMDRMDDTYAVYTQSDVYDQLIFAVNQYLQLYNVSVGNHAYENKGTKQSAMAICQHFYKRGNIYPGNDTFDIDPEIETECFFVEPDEPFHIGTPAENKLNLTLDFHRLLTVELQFKLKAINLQTVRHQELPDCYDFTLTITFDNKAHSGRIKISLDNDISIRECKDWHVSGSIQKNTHYMMIFDAFVILTCLVSL.... Result: 0 (no interaction). (5) The miRNA is mmu-miR-409-3p with sequence GAAUGUUGCUCGGUGAACCCCU. The protein sequence of the target gene is MASELEPEVQAIDRSLLECSAEEIAGKWLQATDLTREVYQHLAHYVPKIYCRGPNPFPQKEDMLAQHVLLGPMEWYLCGEDPAFGFPKLEQANKPSHLCGRVFKVGEPTYSCRDCAVDPTCVLCMECFLGSIHRDHRYRMTTSGGGGFCDCGDTEAWKEGPYCQKHELNTSEIEEEEDPLVHLSEDVIARTYNIFAITFRYAVEILTWEKESELPADLEMVEKSDTYYCMLFNDEVHTYEQVIYTLQKAVNCTQKEAIGFATTVDRDGRRSVRYGDFQYCEQAKSVIVRNTSRQTKPLKV.... Result: 0 (no interaction). (6) The miRNA is hsa-miR-6502-5p with sequence AGCUCUAGAAAGAUUGUUGACC. The protein sequence of the target gene is MAFTFAAFCYMLTLVLCASLIFFVIWHIIAFDELRTDFKNPIDQGNPARARERLKNIERICCLLRKLVVPEYSIHGLFCLMFLCAAEWVTLGLNIPLLFYHLWRYFHRPADGSEVMYDAVSIMNADILNYCQKESWCKLAFYLLSFFYYLYSMVYTLVSF. Result: 0 (no interaction). (7) Result: 0 (no interaction). The protein sequence of the target gene is MRPRRPLVFMSLVCALLNTCQAHRVHDDKPNIVLIMVDDLGIGDLGCYGNDTMRTPHIDRLAREGVRLTQHISAASLCSPSRSAFLTGRYPIRSGMVSSGNRRVIQNLAVPAGLPLNETTLAALLKKQGYSTGLIGKWHQGLNCDSRSDQCHHPYNYGFDYYYGMPFTLVDSCWPDPSRNTELAFESQLWLCVQLVAIAILTLTFGKLSGWVSVPWLLIFSMILFIFLLGYAWFSSHTSPLYWDCLLMRGHEITEQPMKAERAGSIMVKEAISFLERHSKETFLLFFSFLHVHTPLPTTD.... The miRNA is hsa-miR-4317 with sequence ACAUUGCCAGGGAGUUU. (8) The miRNA is hsa-miR-3663-5p with sequence GCUGGUCUGCGUGGUGCUCGG. The protein sequence of the target gene is MEQKPSKVECGSDPEENSARSPDGKRKRKNGQCSLKTSMSGYIPSYLDKDEQCVVCGDKATGYHYRCITCEGCKGFFRRTIQKNLHPTYSCKYDSCCVIDKITRNQCQLCRFKKCIAVGMAMDLVLDDSKRVAKRKLIEQNRERRRKEEMIRSLQQRPEPTPEEWDLIHIATEAHRSTNAQGSHWKQRRKFLPDDIGQSPIVSMPDGDKVDLEAFSEFTKIITPAITRVVDFAKKLPMFSELPCEDQIILLKGCCMEIMSLRAAVRYDPESDTLTLSGEMAVKREQLKNGGLGVVSDAIF.... Result: 1 (interaction). (9) The miRNA is hsa-miR-598-3p with sequence UACGUCAUCGUUGUCAUCGUCA. The protein sequence of the target gene is MGLLDSEPGSVLNAMSTAFNDTVEFYRWTWTIADKRVADWPLMQSPWPTISISTLYLLFVWLGPKWMKDREPFQMRLVLIIYNFGMVLLNLFIFRELFMGSYNAGYSYICQSVDYSNDVNEVRIAGALWWYFVSKGVEYLDTVFFILRKKNNQVSFLHVYHHCTMFTLWWIGIKWVAGGQAFFGAQMNSFIHVIMYSYYGLTAFGPWIQKYLWWKRYLTMLQLVQFHVTIGHTALSLYTDCPFPKWMHWALIAYAISFIFLFLNFYTRTYNEPKQSKTGKTATNGISSNGVNKSEKALEN.... Result: 0 (no interaction).